Dataset: Reaction yield outcomes from USPTO patents with 853,638 reactions. Task: Predict the reaction yield, written as a fraction of the theoretical maximum amount of product (1.0 means a 100% yield; for example, 0.34 means a 34% yield). (1) The reactants are [Br:1][CH:2]1[C:10]2([CH2:15][CH2:14][N:13]([C:16]([O:18][CH2:19][C:20]3[CH:25]=[CH:24][CH:23]=[CH:22][CH:21]=3)=[O:17])[CH2:12][CH2:11]2)[CH2:9][C:8]2[CH:7]=[N:6][N:5]([C:26]([CH3:29])([CH3:28])[CH3:27])[C:4]=2[CH:3]1[OH:30].CC(C)=O.OS(O)(=O)=O.O=[Cr](=O)=O. The catalyst is CC(C)=O. The product is [Br:1][CH:2]1[C:10]2([CH2:15][CH2:14][N:13]([C:16]([O:18][CH2:19][C:20]3[CH:25]=[CH:24][CH:23]=[CH:22][CH:21]=3)=[O:17])[CH2:12][CH2:11]2)[CH2:9][C:8]2[CH:7]=[N:6][N:5]([C:26]([CH3:28])([CH3:27])[CH3:29])[C:4]=2[C:3]1=[O:30]. The yield is 0.870. (2) The reactants are C([N:8]1[CH2:13][CH2:12][N:11]2[CH:14]=[N:15][C:16]([C:17]([O:19][CH3:20])=[O:18])=[C:10]2[CH2:9]1)C1C=CC=CC=1. The catalyst is CO. The product is [C:16]1([C:17]([O:19][CH3:20])=[O:18])[N:15]=[CH:14][N:11]2[CH2:12][CH2:13][NH:8][CH2:9][C:10]=12. The yield is 0.990.